Dataset: Experimentally validated miRNA-target interactions with 360,000+ pairs, plus equal number of negative samples. Task: Binary Classification. Given a miRNA mature sequence and a target amino acid sequence, predict their likelihood of interaction. (1) Result: 1 (interaction). The protein sequence of the target gene is MLQACKMEGFPLVPPPSEDLVPYDTDLYQRQTHEYYPYLSSDGESHSDHYWDFHPHHVHSEFESFAENNFTELQSVQPPQLQQLYRHMELEQMHVLDTPMVPPHPSLGHQVSYLPRMCLQYPSLSPAQPSSDEEEGERQSPPLEVSDGEADGLEPGPGLLPGETGSKKKIRLYQFLLDLLRSGDMKDSIWWVDKDKGTFQFSSKHKEALAHRWGIQKGNRKKMTYQKMARALRNYGKTGEVKKVKKKLTYQFSGEVLGRGGLAERRHPPH. The miRNA is hsa-miR-569 with sequence AGUUAAUGAAUCCUGGAAAGU. (2) The miRNA is hsa-miR-6845-3p with sequence CCUCUCCUCCCUGUGCCCCAG. The protein sequence of the target gene is MHSPPRDQAAIMLWKLVENVKYEDIYEDRHDGVPSHSSRLSQLGSVSQGPYSSAPPLSHTPSSDFQPPYFPPPYQPLPYHQSQDPYSHVNDPYSLNPLHQPQQHPWGQRQRQEVGSEAGSLLPQPRAALPQLSGLDPRRDYHSVRRPDVLLHSAHHGLDAGMGDSLSLHGLGHPGMEDVQSVEDANNSGMNLLDQSVIKKVPVPPKSVTSLMMNKDGFLGGMSVNTGEVFCSVPGRLSLLSSTSKYKVTVGEVQRRLSPPECLNASLLGGVLRRAKSKNGGRSLRERLEKIGLNLPAGRR.... Result: 1 (interaction). (3) The protein sequence of the target gene is MNEEEQFVSIDLNDDNICSVCKLGTDKDTLSFCHICFELNLEGVPKSNLLHTKSVRGHKDCFEKYHLIANQDCSRSKLSKSTYEGVKTIVSKKINWIVQYAQNKNLDLESECSKTSQHPLLNFRHKPEKKLLPQFDSQVPKYSAKGSAGNAGSISSYAQRILEHRENTDFRLGLLEDADALWTHSHSQAQKTEETSSGPEGTIQTQNPHYSREELNSMTLAEVVQLSAKLQQRIQEVFEELTHQVQEKDSLASELHVRHVAIEQLLKNCSKLPCLQVGRTGTRSHLPMNH. Result: 0 (no interaction). The miRNA is mmu-miR-1938 with sequence CGGUGGGACUUGUAGUUCGGUC. (4) The miRNA is hsa-miR-576-3p with sequence AAGAUGUGGAAAAAUUGGAAUC. The protein sequence of the target gene is MAAGGPGAGSAAPVSSTSSLPLAALNMRVRRRLSLFLNVRTQVAADWTALAEEMDFEYLEIRQLETQADPTGRLLDAWQGRPGASVGRLLELLTKLGRDDVLLELGPSIEEDCQKYILKQQQEEAEKPLQVAAVDSSVPRTAELAGITTLDDPLGHMPERFDAFICYCPSDIQFVQEMIRQLEQTNYRLKLCVSDRDVLPGTCVWSIASELIEKRCRRMVVVVSDDYLQSKECDFQTKFALSLSPGAHQKRLIPIKYKAMKKEFPSILRFITVCDYTNPCTKSWFWTRLAKALSLP. Result: 0 (no interaction). (5) The miRNA is hsa-miR-328-3p with sequence CUGGCCCUCUCUGCCCUUCCGU. The protein sequence of the target gene is MKPAAREARLPPRSPGLRWALPLLLLLLRLGQILCAGGTPSPIPDPSVATVATGENGITQISSTAESFHKQNGTGTPQVETNTSEDGESSGANDSLRTPEQGSNGTDGASQKTPSSTGPSPVFDIKAVSISPTNVILTWKSNDTAASEYKYVVKHKMENEKTITVVHQPWCNITGLRPATSYVFSITPGIGNETWGDPRVIKVITEPIPVSDLRVALTGVRKAALSWSNGNGTASCRVLLESIGSHEELTQDSRLQVNISGLKPGVQYNINPYLLQSNKTKGDPLGTEGGLDASNTERSR.... Result: 1 (interaction). (6) The miRNA is hsa-miR-3689b-3p with sequence CUGGGAGGUGUGAUAUUGUGGU. The protein sequence of the target gene is MSSKKNRKRLNQSAENGSSLPSAASSCAEARAPSAGSDFAATSGTLTVTNLLEKVDDKIPKTFQNSLIHLGLNTMKSANICIGRPVLLTSLNGKQEVYTAWPMAGFPGGKVGLSEMAQKNVGVRPGDAIQVQPLVGAVLQAEEMDVALSDKDMEINEEELTGCILRKLDGKIVLPGNFLYCTFYGRPYKLQVLRVKGADGMILGGPQSDSDTDAQRMAFEQSSMETSSLELSLQLSQLDLEDTQIPTSRSTPYKPIDDRITNKASDVLLDVTQSPGDGSGLMLEEVTGLKCNFESAREGN.... Result: 1 (interaction).